This data is from NCI-60 drug combinations with 297,098 pairs across 59 cell lines. The task is: Regression. Given two drug SMILES strings and cell line genomic features, predict the synergy score measuring deviation from expected non-interaction effect. (1) Drug 1: CC(C1=C(C=CC(=C1Cl)F)Cl)OC2=C(N=CC(=C2)C3=CN(N=C3)C4CCNCC4)N. Drug 2: CC1=C(C=C(C=C1)NC2=NC=CC(=N2)N(C)C3=CC4=NN(C(=C4C=C3)C)C)S(=O)(=O)N.Cl. Cell line: NCI/ADR-RES. Synergy scores: CSS=4.10, Synergy_ZIP=2.38, Synergy_Bliss=5.28, Synergy_Loewe=4.47, Synergy_HSA=3.12. (2) Drug 1: CC1=CC2C(CCC3(C2CCC3(C(=O)C)OC(=O)C)C)C4(C1=CC(=O)CC4)C. Drug 2: CC1=C(C(CCC1)(C)C)C=CC(=CC=CC(=CC(=O)O)C)C. Cell line: OVCAR-8. Synergy scores: CSS=8.10, Synergy_ZIP=1.69, Synergy_Bliss=3.94, Synergy_Loewe=4.13, Synergy_HSA=2.86. (3) Drug 1: CC1=C(C=C(C=C1)C(=O)NC2=CC(=CC(=C2)C(F)(F)F)N3C=C(N=C3)C)NC4=NC=CC(=N4)C5=CN=CC=C5. Drug 2: C1CCC(C(C1)N)N.C(=O)(C(=O)[O-])[O-].[Pt+4]. Cell line: U251. Synergy scores: CSS=33.1, Synergy_ZIP=-9.78, Synergy_Bliss=-7.00, Synergy_Loewe=-7.46, Synergy_HSA=-5.03. (4) Drug 1: CC1=C(N=C(N=C1N)C(CC(=O)N)NCC(C(=O)N)N)C(=O)NC(C(C2=CN=CN2)OC3C(C(C(C(O3)CO)O)O)OC4C(C(C(C(O4)CO)O)OC(=O)N)O)C(=O)NC(C)C(C(C)C(=O)NC(C(C)O)C(=O)NCCC5=NC(=CS5)C6=NC(=CS6)C(=O)NCCC[S+](C)C)O. Drug 2: C1CN(CCN1C(=O)CCBr)C(=O)CCBr. Cell line: OVCAR-8. Synergy scores: CSS=54.0, Synergy_ZIP=-2.06, Synergy_Bliss=0.594, Synergy_Loewe=4.27, Synergy_HSA=6.65. (5) Drug 1: CC1C(C(CC(O1)OC2CC(OC(C2O)C)OC3=CC4=CC5=C(C(=O)C(C(C5)C(C(=O)C(C(C)O)O)OC)OC6CC(C(C(O6)C)O)OC7CC(C(C(O7)C)O)OC8CC(C(C(O8)C)O)(C)O)C(=C4C(=C3C)O)O)O)O. Drug 2: CCCCCOC(=O)NC1=NC(=O)N(C=C1F)C2C(C(C(O2)C)O)O. Cell line: NCI/ADR-RES. Synergy scores: CSS=2.87, Synergy_ZIP=0.0876, Synergy_Bliss=0.416, Synergy_Loewe=-5.10, Synergy_HSA=-3.49. (6) Drug 1: C1=NC2=C(N1)C(=S)N=C(N2)N. Drug 2: CS(=O)(=O)CCNCC1=CC=C(O1)C2=CC3=C(C=C2)N=CN=C3NC4=CC(=C(C=C4)OCC5=CC(=CC=C5)F)Cl. Cell line: SNB-19. Synergy scores: CSS=7.25, Synergy_ZIP=-1.22, Synergy_Bliss=2.47, Synergy_Loewe=0.982, Synergy_HSA=1.83. (7) Cell line: DU-145. Synergy scores: CSS=2.08, Synergy_ZIP=0.719, Synergy_Bliss=1.69, Synergy_Loewe=-1.38, Synergy_HSA=-1.38. Drug 2: CCCCC(=O)OCC(=O)C1(CC(C2=C(C1)C(=C3C(=C2O)C(=O)C4=C(C3=O)C=CC=C4OC)O)OC5CC(C(C(O5)C)O)NC(=O)C(F)(F)F)O. Drug 1: CCCS(=O)(=O)NC1=C(C(=C(C=C1)F)C(=O)C2=CNC3=C2C=C(C=N3)C4=CC=C(C=C4)Cl)F. (8) Drug 1: C1=CC(=C2C(=C1NCCNCCO)C(=O)C3=C(C=CC(=C3C2=O)O)O)NCCNCCO. Drug 2: CCCS(=O)(=O)NC1=C(C(=C(C=C1)F)C(=O)C2=CNC3=C2C=C(C=N3)C4=CC=C(C=C4)Cl)F. Cell line: UACC62. Synergy scores: CSS=49.8, Synergy_ZIP=-5.07, Synergy_Bliss=-4.81, Synergy_Loewe=-0.497, Synergy_HSA=1.66.